From a dataset of Forward reaction prediction with 1.9M reactions from USPTO patents (1976-2016). Predict the product of the given reaction. (1) Given the reactants [CH3:1][N:2]([CH3:6])[CH2:3][CH2:4][NH2:5].[CH3:7][C@@H:8]1[CH2:30][C:29]2[C:31](=[O:32])[C:24](=[C:25]([C:35]3[CH:40]=[CH:39][CH:38]=[CH:37][CH:36]=3)[C:26]([C:28]=2OC)=[O:27])[NH:23][C:21](=[O:22])[C:20]([CH3:41])=[CH:19][CH:18]=[CH:17][C@H:16]([O:42][CH3:43])[C@@H:15]([O:44][C:45]([NH2:47])=[O:46])[C:14]([CH3:48])=[CH:13][C@H:12]([CH3:49])[C@@H:11]([OH:50])[C@@H:10]([O:51][CH3:52])[CH2:9]1, predict the reaction product. The product is: [C:45](=[O:46])([O:44][C@@H:15]1[C@@H:16]([O:42][CH3:43])[CH:17]=[CH:18][CH:19]=[C:20]([CH3:41])[C:21](=[O:22])[NH:23][C:24]2[C:31](=[O:32])[C:29]([CH2:30][C@@H:8]([CH3:7])[CH2:9][C@H:10]([O:51][CH3:52])[C@H:11]([OH:50])[C@@H:12]([CH3:49])[CH:13]=[C:14]1[CH3:48])=[C:28]([NH:5][CH2:4][CH2:3][N:2]([CH3:6])[CH3:1])[C:26](=[O:27])[C:25]=2[C:35]1[CH:40]=[CH:39][CH:38]=[CH:37][CH:36]=1)[NH2:47]. (2) Given the reactants [Si]([O:8][C@H:9]([C:45]1[CH:50]=[CH:49][C:48]([OH:51])=[C:47]([NH:52][S:53]([CH3:56])(=[O:55])=[O:54])[CH:46]=1)[CH2:10][NH:11][CH2:12][CH2:13][CH2:14][CH2:15][CH2:16][CH2:17][CH2:18][CH2:19][CH2:20][N:21]1[CH2:26][CH2:25][CH:24]([N:27]([C:31]2[CH:36]=[CH:35][CH:34]=[CH:33][C:32]=2[C:37]2[CH:42]=[CH:41][C:40]([OH:43])=[C:39]([F:44])[CH:38]=2)[C:28](=[O:30])[O-:29])[CH2:23][CH2:22]1)(C(C)(C)C)(C)C.CCN(CC)CC.F.F.F.N, predict the reaction product. The product is: [NH3:11].[OH:8][C@H:9]([C:45]1[CH:50]=[CH:49][C:48]([OH:51])=[C:47]([NH:52][S:53]([CH3:56])(=[O:54])=[O:55])[CH:46]=1)[CH2:10][NH:11][CH2:12][CH2:13][CH2:14][CH2:15][CH2:16][CH2:17][CH2:18][CH2:19][CH2:20][N:21]1[CH2:26][CH2:25][CH:24]([N:27]([C:31]2[CH:36]=[CH:35][CH:34]=[CH:33][C:32]=2[C:37]2[CH:42]=[CH:41][C:40]([OH:43])=[C:39]([F:44])[CH:38]=2)[C:28](=[O:29])[O-:30])[CH2:23][CH2:22]1. (3) Given the reactants [NH2:1][C:2]1[C:10]([N+:11]([O-:13])=[O:12])=[CH:9][CH:8]=[CH:7][C:3]=1[C:4]([OH:6])=[O:5].[Cl:14]N1C(=O)CCC1=O.O, predict the reaction product. The product is: [NH2:1][C:2]1[C:10]([N+:11]([O-:13])=[O:12])=[CH:9][C:8]([Cl:14])=[CH:7][C:3]=1[C:4]([OH:6])=[O:5]. (4) Given the reactants [CH:1]([NH:4][C:5]([CH:7]1[C:15]2[C:10](=[CH:11][C:12]([Cl:35])=[C:13]([NH:16][C:17]([C:19]3[N:20]([C:28]4[C:33]([Cl:34])=[CH:32][CH:31]=[CH:30][N:29]=4)[N:21]=[C:22]([C:24]([F:27])([F:26])[F:25])[CH:23]=3)=[O:18])[CH:14]=2)[CH2:9][CH:8]1O)=[O:6])([CH3:3])[CH3:2].C(N(S(F)(F)[F:43])CC)C.O, predict the reaction product. The product is: [CH:1]([NH:4][C:5]([CH:7]1[C:15]2[C:10](=[CH:11][C:12]([Cl:35])=[C:13]([NH:16][C:17]([C:19]3[N:20]([C:28]4[C:33]([Cl:34])=[CH:32][CH:31]=[CH:30][N:29]=4)[N:21]=[C:22]([C:24]([F:25])([F:26])[F:27])[CH:23]=3)=[O:18])[CH:14]=2)[CH2:9][CH:8]1[F:43])=[O:6])([CH3:3])[CH3:2]. (5) Given the reactants [Na].[N+:2]([C:5]1[CH:10]=[C:9]([O:11][CH3:12])[C:8]([OH:13])=[CH:7][CH:6]=1)([O-:4])=[O:3].[CH2:14](Br)[CH:15]=C.[CH3:18]N(C=O)C, predict the reaction product. The product is: [CH2:12]([O:11][C:9]1[CH:10]=[C:5]([N+:2]([O-:4])=[O:3])[CH:6]=[CH:7][C:8]=1[O:13][CH3:18])[CH:14]=[CH2:15]. (6) Given the reactants Br[C:2]1[C:11]2[C:6](=[CH:7][CH:8]=[CH:9][CH:10]=2)[CH:5]=[CH:4][CH:3]=1.CO[CH:14]1[C:22]2[C:17](=[C:18]([Mg]Br)[CH:19]=[CH:20][CH:21]=2)[CH2:16][CH2:15]1.O.Cl, predict the reaction product. The product is: [CH2:14]1[C:22]2[C:17](=[CH:18][CH:19]=[CH:20][C:21]=2[C:2]2[C:11]3[C:6](=[CH:7][CH:8]=[CH:9][CH:10]=3)[CH:5]=[CH:4][CH:3]=2)[CH:16]=[CH:15]1. (7) Given the reactants [CH3:1][N:2]1[CH2:7][CH2:6][N:5]([C:8]2[N:13]=[CH:12][C:11]([NH2:14])=[CH:10][CH:9]=2)[CH2:4][CH2:3]1.N1C=CC=CC=1.Cl[C:22]([O:24][CH2:25][C:26]([Cl:29])([Cl:28])[Cl:27])=[O:23].O, predict the reaction product. The product is: [CH3:1][N:2]1[CH2:7][CH2:6][N:5]([C:8]2[N:13]=[CH:12][C:11]([NH:14][C:22](=[O:23])[O:24][CH2:25][C:26]([Cl:29])([Cl:28])[Cl:27])=[CH:10][CH:9]=2)[CH2:4][CH2:3]1. (8) The product is: [CH2:16]([N:23]1[CH2:28][CH2:27][C:26]([CH2:4][C:5]2[CH:10]=[C:9]([C:11]([F:14])([F:13])[F:12])[CH:8]=[CH:7][C:6]=2[F:15])([OH:29])[CH2:25][CH2:24]1)[C:17]1[CH:18]=[CH:19][CH:20]=[CH:21][CH:22]=1. Given the reactants II.Br[CH2:4][C:5]1[CH:10]=[C:9]([C:11]([F:14])([F:13])[F:12])[CH:8]=[CH:7][C:6]=1[F:15].[CH2:16]([N:23]1[CH2:28][CH2:27][C:26](=[O:29])[CH2:25][CH2:24]1)[C:17]1[CH:22]=[CH:21][CH:20]=[CH:19][CH:18]=1.[NH4+].[Cl-], predict the reaction product. (9) Given the reactants [OH:1][C:2]1[CH:7]=[CH:6][C:5]([C:8]2[C:17]3[C:12](=[CH:13][C:14]([S:18]([N:21](CC4C=CC(OC)=CC=4)[C:22]4[CH:27]=[CH:26][N:25]=[CH:24][N:23]=4)(=[O:20])=[O:19])=[CH:15][CH:16]=3)[CH:11]=[CH:10][N:9]=2)=[C:4]([O:37][CH3:38])[CH:3]=1.C(=O)([O-])[O-].[Cs+].[Cs+].CN(C=O)C.FC(F)(F)S(O[CH2:56][C:57]([F:60])([F:59])[F:58])(=O)=O, predict the reaction product. The product is: [CH3:38][O:37][C:4]1[CH:3]=[C:2]([O:1][CH2:56][C:57]([F:60])([F:59])[F:58])[CH:7]=[CH:6][C:5]=1[C:8]1[C:17]2[C:12](=[CH:13][C:14]([S:18]([NH:21][C:22]3[CH:27]=[CH:26][N:25]=[CH:24][N:23]=3)(=[O:20])=[O:19])=[CH:15][CH:16]=2)[CH:11]=[CH:10][N:9]=1.